Dataset: Catalyst prediction with 721,799 reactions and 888 catalyst types from USPTO. Task: Predict which catalyst facilitates the given reaction. (1) The catalyst class is: 4. Product: [CH:14]1[CH:19]=[CH:18][C:17]([C:1]([CH2:2][CH2:3][CH2:4][C:5]([C:14]2[CH:19]=[CH:18][CH:17]=[CH:16][CH:15]=2)=[O:6])=[O:8])=[CH:16][CH:15]=1. Reactant: [C:1](Cl)(=[O:8])[CH2:2][CH2:3][CH2:4][C:5](Cl)=[O:6].[Cl-].[Al+3].[Cl-].[Cl-].[CH:14]1[CH:19]=[CH:18][CH:17]=[CH:16][CH:15]=1.O. (2) Reactant: [CH3:1][O:2][C:3]1[C:4]([CH3:38])=[C:5]([C:29]([O:36][CH3:37])=[C:30]([O:34][CH3:35])[C:31]=1[O:32][CH3:33])[CH2:6][C:7]1[CH:8]=[CH:9][C:10]([O:21]CC2C=CC=CC=2)=[C:11]([CH:20]=1)[C:12]([N:14]1[CH2:19][CH2:18][O:17][CH2:16][CH2:15]1)=[O:13].[H][H]. Product: [CH3:1][O:2][C:3]1[C:4]([CH3:38])=[C:5]([C:29]([O:36][CH3:37])=[C:30]([O:34][CH3:35])[C:31]=1[O:32][CH3:33])[CH2:6][C:7]1[CH:8]=[CH:9][C:10]([OH:21])=[C:11]([CH:20]=1)[C:12]([N:14]1[CH2:15][CH2:16][O:17][CH2:18][CH2:19]1)=[O:13]. The catalyst class is: 29. (3) Reactant: C[O:2][C:3]1[CH:21]=[CH:20][C:6]2[NH:7][CH2:8][CH:9]([C:12]3[CH:17]=[CH:16][CH:15]=[C:14]([O:18]C)[CH:13]=3)[CH2:10][O:11][C:5]=2[CH:4]=1.Cl.N1C=CC=CC=1.C[O-].[Na+]. Product: [OH:18][C:14]1[CH:13]=[C:12]([CH:9]2[CH2:8][NH:7][C:6]3[CH:20]=[CH:21][C:3]([OH:2])=[CH:4][C:5]=3[O:11][CH2:10]2)[CH:17]=[CH:16][CH:15]=1. The catalyst class is: 5. (4) Product: [Cl:2][C:3]1[N:4]=[C:5]2[N:9]([C:10]=1[S:11]([N:14]1[C:22]3[C:17](=[CH:18][CH:19]=[CH:20][CH:21]=3)[C:16]([CH2:23][CH2:24][NH:25][C:33](=[O:35])[CH3:34])=[CH:15]1)(=[O:12])=[O:13])[CH:8]=[CH:7][S:6]2. The catalyst class is: 112. Reactant: Cl.[Cl:2][C:3]1[N:4]=[C:5]2[N:9]([C:10]=1[S:11]([N:14]1[C:22]3[C:17](=[CH:18][CH:19]=[CH:20][CH:21]=3)[C:16]([CH2:23][CH2:24][NH2:25])=[CH:15]1)(=[O:13])=[O:12])[CH:8]=[CH:7][S:6]2.C(N(CC)CC)C.[C:33](OC(=O)C)(=[O:35])[CH3:34].C([O-])(O)=O.[Na+]. (5) Reactant: Cl.[CH3:2][O:3][C:4]1[CH:5]=[C:6]([C:12]2[C@@H:21]3[C@@H:16]([CH2:17][CH2:18][CH2:19][CH2:20]3)[C:15](=[O:22])[N:14]([CH:23]3[CH2:28][CH2:27][NH:26][CH2:25][CH2:24]3)[N:13]=2)[CH:7]=[CH:8][C:9]=1[O:10][CH3:11].[C:29]([O:33][C:34]([NH:36][CH2:37][CH2:38][C:39](O)=[O:40])=[O:35])([CH3:32])([CH3:31])[CH3:30].CN(C(ON1N=NC2C=CC=CC1=2)=[N+](C)C)C.F[P-](F)(F)(F)(F)F.CCN(C(C)C)C(C)C. Product: [CH3:2][O:3][C:4]1[CH:5]=[C:6]([C:12]2[C@@H:21]3[C@@H:16]([CH2:17][CH2:18][CH2:19][CH2:20]3)[C:15](=[O:22])[N:14]([CH:23]3[CH2:24][CH2:25][N:26]([C:39](=[O:40])[CH2:38][CH2:37][NH:36][C:34](=[O:35])[O:33][C:29]([CH3:30])([CH3:31])[CH3:32])[CH2:27][CH2:28]3)[N:13]=2)[CH:7]=[CH:8][C:9]=1[O:10][CH3:11]. The catalyst class is: 2.